This data is from Blood-brain barrier permeability regression values from the B3DB database. The task is: Regression/Classification. Given a drug SMILES string, predict its absorption, distribution, metabolism, or excretion properties. Task type varies by dataset: regression for continuous measurements (e.g., permeability, clearance, half-life) or binary classification for categorical outcomes (e.g., BBB penetration, CYP inhibition). For this dataset (b3db_regression), we predict Y. The compound is C1CC(OC1CO)N2C=CC(=NC2=O)N. The Y is -1.20 log(BB ratio).